This data is from Drug-target binding data from BindingDB using Ki measurements. The task is: Regression. Given a target protein amino acid sequence and a drug SMILES string, predict the binding affinity score between them. We predict pKi (pKi = -log10(Ki in M); higher means stronger inhibition). Dataset: bindingdb_ki. (1) The small molecule is CC(C)C[C@H](N)C(=O)N[C@@H](Cc1ccccc1)C(=O)N[C@@H](CCC(N)=O)C(=O)N1CCC[C@@H]1C(=O)N[C@@H](CCC(N)=O)C(=O)N[C@@H](CCCNC(=N)N)C(=O)N[C@@H](Cc1ccccc1)C(N)=O. The target protein (Q9EQD2) has sequence MGKRWDSNSSGSWDHIWSGNDTQHPWYSDINITYMNYYLHQPHVTAVFISSYFLIFFLCMVGNTVVCFVVIRNRYMHTVTNFFIFNLAISDLLVGIFCMPITLLDNIIAGWPFGSSMCKISGLVQGISVAASVFTLVAIAVDRFRCVVYPFKPKLTVKTAFVMIVIIWGLAITIMTPSAIMLHVQEEKYYRVRLSSHNKTSTVYWCREDWPNQEMRRIYTTVLFATIYLAPLSLIVIMYARIGASLFKTSAHSTGKQRLEQWHVSKKKQKVIKMLLTVALLFILSWLPLWTLMMLSDYADLSPNKLRVINIYVYPFAHWLAFCNSSVNPIIYGFFNENFRSGFQDAFQFCQKKVKPQEAYGLRAKRNLDINTSGLLVHEPASQNPSGENLGCRKSADNPTQESLMEETGEATNSTET. The pKi is 7.5. (2) The drug is COc1ccc2[nH]n(CC3(C)NC(=O)NC3=O)c(=O)c2c1. The target protein (Q13443) has sequence MGSGARFPSGTLRVRWLLLLGLVGPVLGAARPGFQQTSHLSSYEIITPWRLTRERREAPRPYSKQVSYVIQAEGKEHIIHLERNKDLLPEDFVVYTYNKEGTLITDHPNIQNHCHYRGYVEGVHNSSIALSDCFGLRGLLHLENASYGIEPLQNSSHFEHIIYRMDDVYKEPLKCGVSNKDIEKETAKDEEEEPPSMTQLLRRRRAVLPQTRYVELFIVVDKERYDMMGRNQTAVREEMILLANYLDSMYIMLNIRIVLVGLEIWTNGNLINIVGGAGDVLGNFVQWREKFLITRRRHDSAQLVLKKGFGGTAGMAFVGTVCSRSHAGGINVFGQITVETFASIVAHELGHNLGMNHDDGRDCSCGAKSCIMNSGASGSRNFSSCSAEDFEKLTLNKGGNCLLNIPKPDEAYSAPSCGNKLVDAGEECDCGTPKECELDPCCEGSTCKLKSFAECAYGDCCKDCRFLPGGTLCRGKTSECDVPEYCNGSSQFCQPDVFIQ.... The pKi is 5.0. (3) The compound is O=c1ccn(C2CC(O)C(COP(=O)(Oc3ccccc3)Oc3ccccc3)O2)c(=O)[nH]1. The target protein (Q9PN07) has sequence MGLKADNWIRKMALEHKMIEPFCEANIGKGVVSYGLSSYGYDIRVGREFKIFTNVNSTVVDPKNFVEENVVDFEGDVCIVPANSFALARTIEYFKMPDNVLAICLGKSTYARCGIIVNVTPFEPGFEGHITIEISNTTPLPAKIYANEGIAQVLFLQGDEKCDTTYKDKKGKYQAQTGITLPRILK. The pKi is 3.0. (4) The drug is CC(O)[C@H](CO)NC(=O)[C@@H]1CSSCC(NC(=O)C(N)Cc2ccccc2)C(=O)N[C@H](Cc2ccccc2)C(=O)N[C@H](Cc2c[nH]c3ccccc23)C(=O)N[C@H](CCCCN)C(=O)N[C@H](C(C)O)C(=O)N1. The target protein (P49660) has sequence MNAPATLPPGVEDTTWTPGINASWAPDEEEEDAMGSDGTGTAGMVTIQCIYALVCLVGLVGNALVIFVILRYAKMKTATNIYLLNLAVADELFMLSVPFARSAAALRHWPFGAVLCRAVLSVDGLNMFTSVFCLTVLSVDRYVAVVHPLATATYRRPSVAKLINLGVWLASLLVTLPIAVFADTRPARGGEAVACNLHWPHPAWSAVFVIYTFLLGFLPPVLAIGLCYLLIVGKMRAVALAGGWQQRRRSEKKITRLVLMVVTVFVLCWMPFYVVQLLNLFVTSLDATVNHVSLILSYANSCANPILYGFLSDNFRRSFQRVLCLRCCLLETTGGAEEEPLDYYATALKSRGGAGCICPPLPCQQEPVQAEPGCKQVPFTKTTTF. The pKi is 6.0. (5) The compound is NS(N)(=O)=O. The pKi is 4.3. The target protein sequence is MPEIKQLFENNSKWSESIKAETPEYFAKLAKGQNPDFLWIGCADSRVPAERLTGLYSGELFVHRNVANQVIHTDLNCLSVVQYAVDVLQVKHIIVCGHYGCGGVTAAIDNPQLGLINNWLLHIRDYYLKHREYLDQMPAEDRSDKLAEINVAEQVYNLANSTVLQNAWERGQAVEVHGFVYGIEDGRLEYLGVRCASRSAVEDNYHKALEKILNPNHRLLCR. (6) The drug is NC(N)=Nc1ccc(C2C/C(=C/I)OC(=O)C2NC(=O)c2ccccc2)cc1. The target protein (P00760) has sequence MKTFIFLALLGAAVAFPVDDDDKIVGGYTCGANTVPYQVSLNSGYHFCGGSLINSQWVVSAAHCYKSGIQVRLGEDNINVVEGNEQFISASKSIVHPSYNSNTLNNDIMLIKLKSAASLNSRVASISLPTSCASAGTQCLISGWGNTKSSGTSYPDVLKCLKAPILSDSSCKSAYPGQITSNMFCAGYLEGGKDSCQGDSGGPVVCSGKLQGIVSWGSGCAQKNKPGVYTKVCNYVSWIKQTIASN. The pKi is 6.2.